From a dataset of TCR-epitope binding with 47,182 pairs between 192 epitopes and 23,139 TCRs. Binary Classification. Given a T-cell receptor sequence (or CDR3 region) and an epitope sequence, predict whether binding occurs between them. (1) The epitope is HSKKKCDEL. The TCR CDR3 sequence is CAIRAGGDEQFF. Result: 1 (the TCR binds to the epitope). (2) The epitope is KMQRMLLEK. The TCR CDR3 sequence is CASSFVGELFF. Result: 0 (the TCR does not bind to the epitope). (3) The epitope is AMFWSVPTV. The TCR CDR3 sequence is CASSRLAGGLDTQYF. Result: 1 (the TCR binds to the epitope). (4) The epitope is SEISMDNSPNL. The TCR CDR3 sequence is CASRPLATADTQYF. Result: 0 (the TCR does not bind to the epitope).